This data is from Reaction yield outcomes from USPTO patents with 853,638 reactions. The task is: Predict the reaction yield, written as a fraction of the theoretical maximum amount of product (1.0 means a 100% yield; for example, 0.34 means a 34% yield). (1) The reactants are [F:1][C:2]1[CH:7]=[C:6]([S:8][CH3:9])[CH:5]=[C:4]([F:10])[C:3]=1[C:11]1[N:16]=[C:15]([C:17]([O:19][CH3:20])=[O:18])[CH:14]=[CH:13][C:12]=1[F:21].S([O-])(O[O-])(=O)=[O:23].[K+].[K+]. The catalyst is C(Cl)Cl. The product is [F:1][C:2]1[CH:7]=[C:6]([S:8]([CH3:9])=[O:23])[CH:5]=[C:4]([F:10])[C:3]=1[C:11]1[N:16]=[C:15]([C:17]([O:19][CH3:20])=[O:18])[CH:14]=[CH:13][C:12]=1[F:21]. The yield is 0.230. (2) The reactants are [CH:1]1([C:4]2[NH:8][N:7]=[C:6]([NH:9][C:10]3[C:15]([C:16]#[CH:17])=[CH:14][N:13]=[C:12]([C:18]4[S:22][C:21]([CH2:23][NH:24]C(=O)OC(C)(C)C)=[CH:20][CH:19]=4)[N:11]=3)[CH:5]=2)[CH2:3][CH2:2]1.[ClH:32]. The catalyst is CCO. The product is [ClH:32].[NH2:24][CH2:23][C:21]1[S:22][C:18]([C:12]2[N:11]=[C:10]([NH:9][C:6]3[CH:5]=[C:4]([CH:1]4[CH2:2][CH2:3]4)[NH:8][N:7]=3)[C:15]([C:16]#[CH:17])=[CH:14][N:13]=2)=[CH:19][CH:20]=1. The yield is 0.209.